This data is from Serine/threonine kinase 33 screen with 319,792 compounds. The task is: Binary Classification. Given a drug SMILES string, predict its activity (active/inactive) in a high-throughput screening assay against a specified biological target. (1) The compound is Clc1ccc(CC(OCC(=O)NCC(OC)=O)=O)cc1. The result is 0 (inactive). (2) The drug is Clc1cc2n(c(nc2cc1)COC(=O)c1c(C(=O)c2ccccc2)cccc1)CCO. The result is 0 (inactive). (3) The molecule is O=C(N1CCc2c(C1)cccc2)Cn1nc(c([N+]([O-])=O)c1C)C. The result is 0 (inactive). (4) The compound is S1(=O)(=O)N(C(=O)N(c2c1cccc2)Cc1c(cccc1)C)c1ccc(cc1)C. The result is 0 (inactive). (5) The drug is Clc1c(c2[nH][nH]c(=S)n2)cc(Cl)cc1. The result is 0 (inactive). (6) The compound is Clc1c(Nc2n(nc(c2)C)c2ccccc2)nc(Cl)c(Cl)c1. The result is 0 (inactive).